This data is from Full USPTO retrosynthesis dataset with 1.9M reactions from patents (1976-2016). The task is: Predict the reactants needed to synthesize the given product. (1) Given the product [CH2:80]([NH:31][CH2:32][CH2:33][NH:34][C:35]([C:37]1[NH:38][C:39]2[C:44]([CH:45]=1)=[CH:43][C:42]([NH:46][C:47]([C:49]1[NH:50][C:51]3[C:56]([CH:57]=1)=[CH:55][C:54]([C:58]([NH:25][C:21]1[CH:22]=[C:23]4[C:18](=[CH:19][CH:20]=1)[NH:17][C:16]([C:14](=[O:15])[NH:13][CH2:12][CH2:11][NH:7][CH2:8][CH2:9][CH3:10])=[CH:24]4)=[O:59])=[CH:53][CH:52]=3)=[O:48])=[CH:41][CH:40]=2)=[O:36])[CH2:79][CH3:84], predict the reactants needed to synthesize it. The reactants are: CC(OC(=O)[N:7]([CH2:11][CH2:12][NH:13][C:14]([C:16]1[NH:17][C:18]2[C:23]([CH:24]=1)=[CH:22][C:21]([N+:25]([O-])=O)=[CH:20][CH:19]=2)=[O:15])[CH2:8][CH2:9][CH3:10])(C)C.C([NH:31][CH2:32][CH2:33][NH:34][C:35]([C:37]1[NH:38][C:39]2[C:44]([CH:45]=1)=[CH:43][C:42]([NH:46][C:47]([C:49]1[NH:50][C:51]3[C:56]([CH:57]=1)=[CH:55][C:54]([C:58](NC1C=C4C(=CC=1)NC(C(=O)NCCNCC)=C4)=[O:59])=[CH:53][CH:52]=3)=[O:48])=[CH:41][CH:40]=2)=[O:36])C.F[C:79]1[C:84](NC(C2NC3C(C=2)=CC(C(NC2C(F)=C(F)C(F)=C(F)C=2F)=O)=CC=3)=O)=C(F)C(F)=C(F)[C:80]=1F. (2) The reactants are: C(C1N=C(C2[CH:18]=[C:17](Cl)[C:16]3[C:11](=[C:12]([CH3:22])[C:13]([O:20][CH3:21])=[CH:14][CH:15]=3)[N:10]=2)SC=1)(C)C.C[O:24]C1C(C)=C(C=CC=1)N.B(Cl)(Cl)Cl.[Cl-].[Cl-].[Cl-].[Al+3]. Given the product [CH3:22][C:12]1[C:13]([O:20][CH3:21])=[CH:14][CH:15]=[C:16]([C:17](=[O:24])[CH3:18])[C:11]=1[NH2:10], predict the reactants needed to synthesize it.